This data is from Reaction yield outcomes from USPTO patents with 853,638 reactions. The task is: Predict the reaction yield, written as a fraction of the theoretical maximum amount of product (1.0 means a 100% yield; for example, 0.34 means a 34% yield). (1) The catalyst is C(#N)C. The yield is 0.990. The product is [CH2:8]([O:7][C:1](=[O:6])[CH2:2][C:3]([C:29]1[CH:28]=[CH:24][CH:23]=[C:22]([Br:21])[CH:30]=1)=[O:5])[CH3:9]. The reactants are [C:1]([O:7][CH2:8][CH3:9])(=[O:6])[CH2:2][C:3]([O-:5])=O.[K+].C(N(CC)CC)C.[Cl-].[Mg+2].[Cl-].[Br:21][C:22]1[CH:23]=[C:24]([CH:28]=[CH:29][CH:30]=1)C(Cl)=O. (2) The reactants are [N+:1]([C:4]1[CH:5]=[C:6]([CH:14]=[CH:15][CH:16]=1)[O:7][CH2:8][C:9](OCC)=[O:10])([O-:3])=[O:2].Cl.CN.[CH:20]([N:23](C(C)C)CC)(C)C. The catalyst is CO.O. The product is [CH3:20][NH:23][C:9](=[O:10])[CH2:8][O:7][C:6]1[CH:14]=[CH:15][CH:16]=[C:4]([N+:1]([O-:3])=[O:2])[CH:5]=1. The yield is 0.950. (3) The reactants are [O:1]=[CH:2][C:3]1[CH:11]=[CH:10][C:7]([O:8][CH3:9])=[C:5]([OH:6])[CH:4]=1.[CH3:12][C:13]1C=[CH:17][C:16](S(OCCCCC#C)(=O)=O)=[CH:15][CH:14]=1. No catalyst specified. The product is [CH2:17]([O:6][C:5]1[CH:4]=[C:3]([CH:11]=[CH:10][C:7]=1[O:8][CH3:9])[CH:2]=[O:1])[CH2:16][CH2:15][CH2:14][C:13]#[CH:12]. The yield is 0.570. (4) The reactants are [Cl:1][C:2]1[CH:3]=[CH:4][C:5]([S:8][CH2:9][C:10]([OH:12])=O)=[N:6][CH:7]=1.CN(C(ON1N=NC2C=CC=NC1=2)=[N+](C)C)C.F[P-](F)(F)(F)(F)F.[CH3:37][C:38]1[CH:39]=[CH:40][CH:41]=[C:42]2[C:47]=1[NH:46][CH2:45][CH2:44][CH2:43]2.CCN(C(C)C)C(C)C. The catalyst is C(Cl)Cl.CN(C=O)C. The product is [Cl:1][C:2]1[CH:3]=[CH:4][C:5]([S:8][CH2:9][C:10]([N:46]2[C:47]3[C:42](=[CH:41][CH:40]=[CH:39][C:38]=3[CH3:37])[CH2:43][CH2:44][CH2:45]2)=[O:12])=[N:6][CH:7]=1. The yield is 0.200. (5) The reactants are [Br:1][CH:2]([CH2:6][CH3:7])[C:3](O)=[O:4].[NH:8]1[CH2:13][CH2:12][O:11][CH2:10][CH2:9]1.Cl.C(N=C=NCCCN(C)C)C.OC1C2NN=NC=2C=CC=1. The catalyst is CN(C)C=O.O. The product is [Br:1][CH:2]([CH2:6][CH3:7])[C:3]([N:8]1[CH2:13][CH2:12][O:11][CH2:10][CH2:9]1)=[O:4]. The yield is 0.490. (6) The reactants are Cl[C:2]1[N:7]=[C:6]([NH:8][C:9]2[CH:13]=[C:12]([CH3:14])[N:11](C(OC(C)(C)C)=O)[N:10]=2)[CH:5]=[N:4][CH:3]=1.ClC1C=N[CH:26]=[C:25]([Cl:29])N=1.N[C:31]1[CH:35]=[C:34]([CH3:36])N(C(OC(C)(C)C)=O)N=1.C1(P(C2C=CC=CC=2)C2C3OC4C(=CC=CC=4P(C4C=CC=CC=4)C4C=CC=CC=4)C(C)(C)C=3C=CC=2)C=CC=CC=1.C(=O)([O-])[O-].[K+].[K+]. The catalyst is C([O-])(=O)C.[Pd+2].C([O-])(=O)C.O1CCOCC1. The product is [Cl:29][C:25]1[CH:26]=[CH:31][C:35]([C:2]2[N:7]=[C:6]([NH:8][C:9]3[CH:13]=[C:12]([CH3:14])[NH:11][N:10]=3)[CH:5]=[N:4][CH:3]=2)=[CH:34][CH:36]=1. The yield is 0.620. (7) The reactants are C[O:2][C:3]1[C:8]2[NH:9][C:10]([C:12]3[S:13][CH:14]=[CH:15][CH:16]=3)=[N:11][C:7]=2[C:6]([C:17]([OH:19])=O)=[CH:5][CH:4]=1.[S:20]1[CH:24]=[CH:23][CH:22]=[C:21]1[CH2:25][CH2:26][NH2:27]. No catalyst specified. The product is [OH:2][C:3]1[C:8]2[NH:9][C:10]([C:12]3[S:13][CH:14]=[CH:15][CH:16]=3)=[N:11][C:7]=2[C:6]([C:17]([NH:27][CH2:26][CH2:25][C:21]2[S:20][CH:24]=[CH:23][CH:22]=2)=[O:19])=[CH:5][CH:4]=1. The yield is 0.200.